The task is: Binary Classification. Given a drug SMILES string, predict its activity (active/inactive) in a high-throughput screening assay against a specified biological target.. This data is from Cav3 T-type calcium channel HTS with 100,875 compounds. (1) The compound is s1c(N(CC=C)C(=O)COc2ccccc2)nnc1c1ccncc1. The result is 0 (inactive). (2) The compound is S(c1n(c(nn1)c1occc1)C)C\C=C\c1ccccc1. The result is 0 (inactive).